The task is: Predict the reactants needed to synthesize the given product.. This data is from Full USPTO retrosynthesis dataset with 1.9M reactions from patents (1976-2016). (1) Given the product [C:1]([O:4][C@@H:5]1[C@H:9]([O:10][C:11](=[O:13])[CH3:12])[C@@H:8]([CH2:14][O:15][C:16](=[O:18])[CH3:17])[O:7][C@H:6]1[N:19]1[C:28]2[N:27]=[CH:26][N:25]=[C:23]([NH:24][C:31]3[CH:36]=[CH:35][CH:34]=[C:33]([OH:37])[CH:32]=3)[C:22]=2[N:21]=[CH:20]1)(=[O:3])[CH3:2], predict the reactants needed to synthesize it. The reactants are: [C:1]([O:4][C@@H:5]1[C@H:9]([O:10][C:11](=[O:13])[CH3:12])[C@@H:8]([CH2:14][O:15][C:16](=[O:18])[CH3:17])[O:7][C@H:6]1[N:19]1[C:28]2[C:22]([C:23](Cl)([N:25]=[CH:26][N:27]=2)[NH2:24])=[N:21][CH2:20]1)(=[O:3])[CH3:2].N[C:31]1[CH:32]=[C:33]([OH:37])[CH:34]=[CH:35][CH:36]=1.C(N(CC)CC)C. (2) Given the product [CH3:1][O:2][C:3](=[O:39])[CH2:4][C@H:5]1[CH2:10][C@@H:9]([CH2:11][CH2:12][C:13]2[N:14]([CH:34]([CH3:35])[CH3:36])[C:15]([C:31](=[O:33])[N:32]([C:50]3[CH:49]=[CH:62][CH:61]=[CH:52][N:51]=3)[C:41]3[CH:46]=[CH:45][CH:44]=[CH:43][N:42]=3)=[C:16]([C:25]3[CH:30]=[CH:29][CH:28]=[CH:27][CH:26]=3)[C:17]=2[C:18]2[CH:23]=[CH:22][C:21]([F:24])=[CH:20][CH:19]=2)[O:8][C:7]([CH3:37])([CH3:38])[O:6]1, predict the reactants needed to synthesize it. The reactants are: [CH3:1][O:2][C:3](=[O:39])[CH2:4][C@H:5]1[CH2:10][C@@H:9]([CH2:11][CH2:12][C:13]2[N:14]([CH:34]([CH3:36])[CH3:35])[C:15]([C:31](=[O:33])[NH2:32])=[C:16]([C:25]3[CH:30]=[CH:29][CH:28]=[CH:27][CH:26]=3)[C:17]=2[C:18]2[CH:23]=[CH:22][C:21]([F:24])=[CH:20][CH:19]=2)[O:8][C:7]([CH3:38])([CH3:37])[O:6]1.I[C:41]1[CH:46]=[CH:45][CH:44]=[CH:43][N:42]=1.CN[CH2:49][CH2:50][NH:51][CH3:52].[O-]P([O-])([O-])=O.[K+].[K+].[K+].[CH3:61][CH2:62]OC(C)=O. (3) Given the product [C:26]([N:25]1[CH2:28][CH2:30][CH:4]([NH:6][S:17]([C:10]2[C:11]3[C:16](=[CH:15][CH:14]=[CH:13][CH:12]=3)[C:7]([NH:6][C:4](=[O:5])[C:3]3[CH:21]=[CH:22][CH:23]=[CH:24][C:2]=3[F:1])=[CH:8][CH:9]=2)(=[O:19])=[O:18])[CH2:3][CH2:2]1)(=[O:27])[CH2:8][CH2:7][CH3:16], predict the reactants needed to synthesize it. The reactants are: [F:1][C:2]1[CH:24]=[CH:23][CH:22]=[CH:21][C:3]=1[C:4]([NH:6][C:7]1[C:16]2[C:11](=[CH:12][CH:13]=[CH:14][CH:15]=2)[C:10]([S:17](Cl)(=[O:19])=[O:18])=[CH:9][CH:8]=1)=[O:5].[N:25]([CH:28]([CH3:30])C)=[C:26]=[O:27]. (4) Given the product [CH3:5][C:6]1[CH:11]=[CH:10][C:9]([C:12]2[O:13][CH:14]=[CH:15][N:16]=2)=[CH:8][C:7]=1[C:17]1[CH:22]=[CH:21][C:20]([NH:23][C:1](=[O:4])[CH3:2])=[CH:19][CH:18]=1, predict the reactants needed to synthesize it. The reactants are: [C:1]([OH:4])(=O)[CH3:2].[CH3:5][C:6]1[CH:11]=[CH:10][C:9]([C:12]2[O:13][CH:14]=[CH:15][N:16]=2)=[CH:8][C:7]=1[C:17]1[CH:22]=[CH:21][C:20]([NH2:23])=[CH:19][CH:18]=1.C(Cl)CCl.CCOC(C)=O. (5) Given the product [CH:28]1([C@:6]2([C:4]#[N:5])[CH2:10][CH2:9][N:8]([C:11]3[CH:16]=[CH:15][N:14]=[C:13]([NH:17][C:18]4[CH:26]=[CH:25][C:21]([C:22]([N:38]5[CH2:43][CH2:42][O:41][CH2:40][CH2:39]5)=[O:23])=[CH:20][N:19]=4)[CH:12]=3)[C:7]2=[O:27])[CH2:29][CH2:30]1, predict the reactants needed to synthesize it. The reactants are: Cl.Cl.Cl.[C:4]([C@@:6]1([CH:28]2[CH2:30][CH2:29]2)[CH2:10][CH2:9][N:8]([C:11]2[CH:16]=[CH:15][N:14]=[C:13]([NH:17][C:18]3[CH:26]=[CH:25][C:21]([C:22](O)=[O:23])=[CH:20][N:19]=3)[CH:12]=2)[C:7]1=[O:27])#[N:5].C(N(CC)CC)C.[NH:38]1[CH2:43][CH2:42][O:41][CH2:40][CH2:39]1.C(=O)([O-])O.[Na+]. (6) The reactants are: [C:1]([O:20][CH2:21][CH2:22][CH2:23][CH2:24][CH2:25][CH2:26][CH2:27][CH2:28][CH2:29][CH2:30][CH2:31][C:32]([C:49]([OH:51])=[O:50])([C:46]([OH:48])=[O:47])[CH2:33][CH2:34][CH2:35][CH2:36][CH2:37][CH2:38][CH2:39][CH2:40][CH2:41][CH2:42][C:43]([OH:45])=[O:44])([C:14]1[CH:19]=[CH:18][CH:17]=[CH:16][CH:15]=1)([C:8]1[CH:13]=[CH:12][CH:11]=[CH:10][CH:9]=1)[C:2]1[CH:7]=[CH:6][CH:5]=[CH:4][CH:3]=1.O[N:53]1[C:57](=[O:58])[CH2:56][CH2:55][C:54]1=[O:59].C1CCC(N=C=NC2CCCCC2)CC1. Given the product [O:59]=[C:54]1[CH2:55][CH2:56][C:57](=[O:58])[N:53]1[O:47][C:46]([C:32]([CH2:31][CH2:30][CH2:29][CH2:28][CH2:27][CH2:26][CH2:25][CH2:24][CH2:23][CH2:22][CH2:21][O:20][C:1]([C:2]1[CH:7]=[CH:6][CH:5]=[CH:4][CH:3]=1)([C:14]1[CH:19]=[CH:18][CH:17]=[CH:16][CH:15]=1)[C:8]1[CH:13]=[CH:12][CH:11]=[CH:10][CH:9]=1)([CH2:33][CH2:34][CH2:35][CH2:36][CH2:37][CH2:38][CH2:39][CH2:40][CH2:41][CH2:42][C:43]([OH:45])=[O:44])[C:49]([OH:51])=[O:50])=[O:48], predict the reactants needed to synthesize it.